From a dataset of Rat liver microsome stability data. Regression/Classification. Given a drug SMILES string, predict its absorption, distribution, metabolism, or excretion properties. Task type varies by dataset: regression for continuous measurements (e.g., permeability, clearance, half-life) or binary classification for categorical outcomes (e.g., BBB penetration, CYP inhibition). Dataset: rlm. (1) The drug is O=C(CCCc1ccccc1)N[C@@H](Cc1c[nH]c2ccccc12)C(=O)Nc1ccncc1. The result is 1 (stable in rat liver microsomes). (2) The drug is O=c1cc(-c2ccc(O)c(O)c2)oc2cc(O)cc(O)c12. The result is 0 (unstable in rat liver microsomes).